Predict the reaction yield, written as a fraction of the theoretical maximum amount of product (1.0 means a 100% yield; for example, 0.34 means a 34% yield). From a dataset of Reaction yield outcomes from USPTO patents with 853,638 reactions. (1) The reactants are [CH3:1][O:2][C:3]1[CH:8]=[CH:7][C:6]([C:9]2[CH2:10][C@@H:11]3[N:17]([CH:18]=2)[C:16](=[O:19])[C:15]2[CH:20]=[C:21]([O:62][CH3:63])[C:22]([O:24][CH2:25][CH2:26][CH2:27][O:28][C:29]4[C:59]([O:60][CH3:61])=[CH:58][C:32]5[C:33](=[O:57])[N:34]6[CH:49]=[C:48](S(C(F)(F)F)(=O)=O)[CH2:47][C@H:35]6[C:36](=[O:46])[N:37]([CH2:38][O:39][CH2:40][CH2:41][Si:42]([CH3:45])([CH3:44])[CH3:43])[C:31]=5[CH:30]=4)=[CH:23][C:14]=2[N:13]([CH2:64][O:65][CH2:66][CH2:67][Si:68]([CH3:71])([CH3:70])[CH3:69])[C:12]3=[O:72])=[CH:5][CH:4]=1.[NH2:73][C:74]1[CH:79]=[CH:78][CH:77]=[CH:76][C:75]=1B(O)O.C(=O)([O-])[O-].[Na+].[Na+].C(OCC)(=O)C.CCCCCC. The catalyst is C(O)C.C1(C)C=CC=CC=1.O.C(OCC)(=O)C.C1C=CC([P]([Pd]([P](C2C=CC=CC=2)(C2C=CC=CC=2)C2C=CC=CC=2)([P](C2C=CC=CC=2)(C2C=CC=CC=2)C2C=CC=CC=2)[P](C2C=CC=CC=2)(C2C=CC=CC=2)C2C=CC=CC=2)(C2C=CC=CC=2)C2C=CC=CC=2)=CC=1. The product is [NH2:73][C:74]1[CH:79]=[CH:78][CH:77]=[CH:76][C:75]=1[C:48]1[CH2:47][C@@H:35]2[N:34]([CH:49]=1)[C:33](=[O:57])[C:32]1[CH:58]=[C:59]([O:60][CH3:61])[C:29]([O:28][CH2:27][CH2:26][CH2:25][O:24][C:22]3[C:21]([O:62][CH3:63])=[CH:20][C:15]4[C:16](=[O:19])[N:17]5[CH:18]=[C:9]([C:6]6[CH:5]=[CH:4][C:3]([O:2][CH3:1])=[CH:8][CH:7]=6)[CH2:10][C@H:11]5[C:12](=[O:72])[N:13]([CH2:64][O:65][CH2:66][CH2:67][Si:68]([CH3:69])([CH3:71])[CH3:70])[C:14]=4[CH:23]=3)=[CH:30][C:31]=1[N:37]([CH2:38][O:39][CH2:40][CH2:41][Si:42]([CH3:43])([CH3:44])[CH3:45])[C:36]2=[O:46]. The yield is 0.860. (2) The reactants are [H-].[Na+].[Br:3][C:4]1[CH:5]=[N:6][NH:7][CH:8]=1.Br[CH2:10][C:11]1([CH3:15])[CH2:14][O:13][CH2:12]1. The catalyst is CN(C=O)C.C([O-])(O)=O.[Na+]. The product is [Br:3][C:4]1[CH:5]=[N:6][N:7]([CH2:10][C:11]2([CH3:15])[CH2:14][O:13][CH2:12]2)[CH:8]=1. The yield is 0.940. (3) The reactants are [CH3:1][C:2]1[C:3]([CH2:14][S:15]([C:17]2[NH:18][C:19]3[CH:25]=[CH:24][CH:23]=[CH:22][C:20]=3[N:21]=2)=[O:16])=[N:4][CH:5]=[CH:6][C:7]=1[O:8][CH2:9][C:10]([F:13])([F:12])[F:11].[H-].[Na+].[N+:28]([C:31]1[CH:32]=[C:33]([S:37]([CH2:40][CH2:41][O:42][C:43](=[O:81])[CH:44]([NH:64][C:65](=[O:80])[CH2:66][O:67][C:68]2[CH:73]=[C:72]([CH3:74])[C:71]([S:75](Cl)(=[O:77])=[O:76])=[C:70]([CH3:79])[CH:69]=2)[CH2:45][CH2:46][C:47]([O:49][CH2:50][CH2:51][S:52]([C:55]2[CH:60]=[CH:59][CH:58]=[C:57]([N+:61]([O-:63])=[O:62])[CH:56]=2)(=[O:54])=[O:53])=[O:48])(=[O:39])=[O:38])[CH:34]=[CH:35][CH:36]=1)([O-:30])=[O:29].O. The catalyst is C(Cl)Cl. The product is [N+:28]([C:31]1[CH:32]=[C:33]([S:37]([CH2:40][CH2:41][O:42][C:43](=[O:81])[CH:44]([NH:64][C:65](=[O:80])[CH2:66][O:67][C:68]2[CH:73]=[C:72]([CH3:74])[C:71]([S:75]([N:21]3[C:20]4[CH:22]=[CH:23][CH:24]=[CH:25][C:19]=4[N:18]=[C:17]3[S:15]([CH2:14][C:3]3[C:2]([CH3:1])=[C:7]([O:8][CH2:9][C:10]([F:13])([F:11])[F:12])[CH:6]=[CH:5][N:4]=3)=[O:16])(=[O:77])=[O:76])=[C:70]([CH3:79])[CH:69]=2)[CH2:45][CH2:46][C:47]([O:49][CH2:50][CH2:51][S:52]([C:55]2[CH:60]=[CH:59][CH:58]=[C:57]([N+:61]([O-:63])=[O:62])[CH:56]=2)(=[O:53])=[O:54])=[O:48])(=[O:39])=[O:38])[CH:34]=[CH:35][CH:36]=1)([O-:30])=[O:29]. The yield is 0.520. (4) The reactants are [CH3:1][C:2]1[N:7]=[C:6]([O:8][C:9]2[CH:16]=[CH:15][C:12]([CH:13]=O)=[CH:11][CH:10]=2)[CH:5]=[CH:4][CH:3]=1.[H-].[Na+].[CH2:19]1COCC1. The catalyst is [Br-].C[P+](C1C=CC=CC=1)(C1C=CC=CC=1)C1C=CC=CC=1. The product is [CH:13]([C:12]1[CH:15]=[CH:16][C:9]([O:8][C:6]2[CH:5]=[CH:4][CH:3]=[C:2]([CH3:1])[N:7]=2)=[CH:10][CH:11]=1)=[CH2:19]. The yield is 0.511. (5) The reactants are Cl[C:2]1[C:24]([N+:25]([O-:27])=[O:26])=[C:23]([Cl:28])[C:22]([F:29])=[CH:21][C:3]=1[C:4]([C:6](=[CH:12][NH:13][C@@H:14]([CH3:20])[CH2:15][O:16][C:17](=[O:19])[CH3:18])[C:7]([O:9][CH2:10][CH3:11])=[O:8])=[O:5].[O-]P([O-])([O-])=O.[K+].[K+].[K+]. The catalyst is C(#N)C. The product is [C:17]([O:16][CH2:15][C@@H:14]([N:13]1[C:2]2[C:3](=[CH:21][C:22]([F:29])=[C:23]([Cl:28])[C:24]=2[N+:25]([O-:27])=[O:26])[C:4](=[O:5])[C:6]([C:7]([O:9][CH2:10][CH3:11])=[O:8])=[CH:12]1)[CH3:20])(=[O:19])[CH3:18]. The yield is 0.950.